Dataset: Full USPTO retrosynthesis dataset with 1.9M reactions from patents (1976-2016). Task: Predict the reactants needed to synthesize the given product. (1) Given the product [F:2][C:3]1[C:4]([F:27])=[CH:5][C:6]2[O:10][N:9]=[C:8]([CH:11]3[CH2:16][CH2:15][N:14]([CH2:17][CH2:18][C@H:19]4[CH2:24][CH2:23][C@H:22]([NH:25][C:34]([CH:31]5[CH2:32][CH2:33][O:28][CH2:29][CH2:30]5)=[O:35])[CH2:21][CH2:20]4)[CH2:13][CH2:12]3)[C:7]=2[CH:26]=1, predict the reactants needed to synthesize it. The reactants are: Cl.[F:2][C:3]1[C:4]([F:27])=[CH:5][C:6]2[O:10][N:9]=[C:8]([CH:11]3[CH2:16][CH2:15][N:14]([CH2:17][CH2:18][C@H:19]4[CH2:24][CH2:23][C@H:22]([NH2:25])[CH2:21][CH2:20]4)[CH2:13][CH2:12]3)[C:7]=2[CH:26]=1.[O:28]1[CH2:33][CH2:32][CH:31]([C:34](O)=[O:35])[CH2:30][CH2:29]1. (2) Given the product [CH2:1]([O:8][C:9]([NH:11][C@H:12]1[CH2:17][CH2:16][N:15]([C:18]2[CH:19]=[C:20]([CH:25]=[CH:26][CH:27]=2)[C:21]([OH:23])=[O:22])[CH2:14][C@H:13]1[O:28][CH3:29])=[O:10])[C:2]1[CH:7]=[CH:6][CH:5]=[CH:4][CH:3]=1, predict the reactants needed to synthesize it. The reactants are: [CH2:1]([O:8][C:9]([NH:11][C@H:12]1[CH2:17][CH2:16][N:15]([C:18]2[CH:19]=[C:20]([CH:25]=[CH:26][CH:27]=2)[C:21]([O:23]C)=[O:22])[CH2:14][C@H:13]1[O:28][CH3:29])=[O:10])[C:2]1[CH:7]=[CH:6][CH:5]=[CH:4][CH:3]=1.[OH-].[Na+].Cl. (3) Given the product [CH3:14][Si:13]([CH3:16])([CH3:15])[CH2:12][CH2:11][O:10][CH2:9][N:8]([CH2:17][O:18][CH2:19][CH2:20][Si:21]([CH3:24])([CH3:23])[CH3:22])[C:6]1[N:5]2[N:25]=[CH:26][CH:27]=[C:4]2[N:3]=[C:2]([C:44]2[CH:53]=[CH:52][C:47]([C:48]([O:50][CH3:51])=[O:49])=[CH:46][CH:45]=2)[CH:7]=1, predict the reactants needed to synthesize it. The reactants are: Cl[C:2]1[CH:7]=[C:6]([N:8]([CH2:17][O:18][CH2:19][CH2:20][Si:21]([CH3:24])([CH3:23])[CH3:22])[CH2:9][O:10][CH2:11][CH2:12][Si:13]([CH3:16])([CH3:15])[CH3:14])[N:5]2[N:25]=[CH:26][CH:27]=[C:4]2[N:3]=1.[O-]P([O-])([O-])=O.[K+].[K+].[K+].CC1(C)C(C)(C)OB([C:44]2[CH:53]=[CH:52][C:47]([C:48]([O:50][CH3:51])=[O:49])=[CH:46][CH:45]=2)O1.O1CCOCC1. (4) Given the product [CH2:35]([C:37]1[N:38]([C:2]2[N:10]=[C:9]3[C:5]([N:6]=[C:7]([CH2:17][N:18]4[CH2:19][CH:20]([N:22]5[CH2:27][CH2:26][NH:25][C:24](=[O:28])[CH2:23]5)[CH2:21]4)[N:8]3[CH:11]3[CH2:16][CH2:15][CH2:14][CH2:13][O:12]3)=[C:4]([N:29]3[CH2:30][CH2:31][O:32][CH2:33][CH2:34]3)[N:3]=2)[C:39]2[CH:45]=[CH:44][CH:43]=[CH:42][C:40]=2[N:41]=1)[CH3:36], predict the reactants needed to synthesize it. The reactants are: Cl[C:2]1[N:10]=[C:9]2[C:5]([N:6]=[C:7]([CH2:17][N:18]3[CH2:21][CH:20]([N:22]4[CH2:27][CH2:26][NH:25][C:24](=[O:28])[CH2:23]4)[CH2:19]3)[N:8]2[CH:11]2[CH2:16][CH2:15][CH2:14][CH2:13][O:12]2)=[C:4]([N:29]2[CH2:34][CH2:33][O:32][CH2:31][CH2:30]2)[N:3]=1.[CH2:35]([C:37]1[NH:38][C:39]2[CH:45]=[CH:44][CH:43]=[CH:42][C:40]=2[N:41]=1)[CH3:36].CC(C1C=C(C(C)C)C(C2C=CC=CC=2P(C2CCCCC2)C2CCCCC2)=C(C(C)C)C=1)C.C([O-])([O-])=O.[Cs+].[Cs+]. (5) Given the product [CH2:24]([O:26][N:27]=[CH:11][C:10]1[C:6]([CH2:5][O:4][CH2:3][O:2][CH3:1])=[N:7][O:8][C:9]=1[C:13]1[CH:18]=[CH:17][C:16]([C:19]([F:22])([F:21])[F:20])=[CH:15][CH:14]=1)[CH3:25], predict the reactants needed to synthesize it. The reactants are: [CH3:1][O:2][CH2:3][O:4][CH2:5][C:6]1[C:10]([CH:11]=O)=[C:9]([C:13]2[CH:18]=[CH:17][C:16]([C:19]([F:22])([F:21])[F:20])=[CH:15][CH:14]=2)[O:8][N:7]=1.Cl.[CH2:24]([O:26][NH2:27])[CH3:25].